From a dataset of Full USPTO retrosynthesis dataset with 1.9M reactions from patents (1976-2016). Predict the reactants needed to synthesize the given product. (1) Given the product [CH3:1][C:2]1[CH:3]=[CH:4][C:5]([N:8]([CH:16]2[CH2:21][CH2:20][N:19]([CH2:22][CH2:23][C:24]3([CH2:30][C:31]([NH:33][CH2:34][C:35]([OH:37])=[O:36])=[O:32])[CH2:29][CH2:28][CH2:27][CH2:26][CH2:25]3)[CH2:18][CH2:17]2)[C:9]([C:11]2[O:12][CH:13]=[CH:14][CH:15]=2)=[O:10])=[N:6][CH:7]=1, predict the reactants needed to synthesize it. The reactants are: [CH3:1][C:2]1[CH:3]=[CH:4][C:5]([N:8]([CH:16]2[CH2:21][CH2:20][N:19]([CH2:22][CH2:23][C:24]3([CH2:30][C:31]([NH:33][CH2:34][C:35]([O:37]CC)=[O:36])=[O:32])[CH2:29][CH2:28][CH2:27][CH2:26][CH2:25]3)[CH2:18][CH2:17]2)[C:9]([C:11]2[O:12][CH:13]=[CH:14][CH:15]=2)=[O:10])=[N:6][CH:7]=1.[OH-].[Na+].C(O)(=O)C. (2) Given the product [O:26]1[CH2:25][CH2:24][N:23]([C:20]2[CH:19]=[CH:18][C:17]([NH:16][C:12]3[N:11]=[C:10]([S:9][C:5]4[CH:4]=[C:3]([CH:8]=[CH:7][CH:6]=4)[CH2:2][NH:1][C:29](=[O:32])[CH:30]=[CH2:31])[CH:15]=[CH:14][N:13]=3)=[CH:22][CH:21]=2)[CH2:28][CH2:27]1, predict the reactants needed to synthesize it. The reactants are: [NH2:1][CH2:2][C:3]1[CH:4]=[C:5]([S:9][C:10]2[CH:15]=[CH:14][N:13]=[C:12]([NH:16][C:17]3[CH:22]=[CH:21][C:20]([N:23]4[CH2:28][CH2:27][O:26][CH2:25][CH2:24]4)=[CH:19][CH:18]=3)[N:11]=2)[CH:6]=[CH:7][CH:8]=1.[C:29](O)(=[O:32])[CH:30]=[CH2:31]. (3) Given the product [Br:19][C:20]1[CH:26]=[CH:25][C:23]([N:24]2[C:15]([CH3:16])=[CH:14][CH:13]=[C:12]2[C:4]2[CH:5]=[CH:6][C:7]([S:8]([CH3:11])(=[O:10])=[O:9])=[C:2]([F:1])[CH:3]=2)=[CH:22][CH:21]=1, predict the reactants needed to synthesize it. The reactants are: [F:1][C:2]1[CH:3]=[C:4]([C:12](=O)[CH2:13][CH2:14][C:15](=O)[CH3:16])[CH:5]=[CH:6][C:7]=1[S:8]([CH3:11])(=[O:10])=[O:9].[Br:19][C:20]1[CH:26]=[CH:25][C:23]([NH2:24])=[CH:22][CH:21]=1. (4) Given the product [C:31]1([C:14]2[N:13]3[C:9]([S:10][C:11]([C:15]([O:17][CH2:18][CH3:19])=[O:16])=[CH:12]3)=[N:8][C:7]=2[C:1]2[CH:2]=[CH:3][CH:4]=[CH:5][CH:6]=2)[CH2:36][CH2:35][CH2:34][CH2:33][CH:32]=1, predict the reactants needed to synthesize it. The reactants are: [C:1]1([C:7]2[N:8]=[C:9]3[N:13]([CH:14]=2)[CH:12]=[C:11]([C:15]([O:17][CH2:18][CH3:19])=[O:16])[S:10]3)[CH:6]=[CH:5][CH:4]=[CH:3][CH:2]=1.C(OC(=O)C)(=O)C.C(O)(=O)C.[C:31]1(=O)[CH2:36][CH2:35][CH2:34][CH2:33][CH2:32]1.P(=O)(O)(O)O.